Dataset: Retrosynthesis with 50K atom-mapped reactions and 10 reaction types from USPTO. Task: Predict the reactants needed to synthesize the given product. (1) Given the product CCC(O)CNC(=O)OC(C)(C)C, predict the reactants needed to synthesize it. The reactants are: CC(C)(C)OC(=O)OC(=O)OC(C)(C)C.CCC(O)CN. (2) Given the product CCC(CC)c1cc(C)nn2c(-c3sc(-c4ccccn4)cc3Cl)c(C)nc12, predict the reactants needed to synthesize it. The reactants are: CCC(CC)c1cc(C)nn2c(-c3sc(Br)cc3Cl)c(C)nc12.[Zn+]c1ccccn1. (3) Given the product O=S(=O)(Nc1cncc(-c2ccc3ncnc(OC4CCOCC4)c3n2)c1)c1ccc(F)cc1F, predict the reactants needed to synthesize it. The reactants are: CC1(C)OB(c2cncc(NS(=O)(=O)c3ccc(F)cc3F)c2)OC1(C)C.Clc1ccc2ncnc(OC3CCOCC3)c2n1. (4) Given the product COC(=O)C=Cc1cnc(C)nc1, predict the reactants needed to synthesize it. The reactants are: C=CC(=O)OC.Cc1ncc(Br)cn1. (5) Given the product COc1ccc2c(c1)CCC(N=[N+]=[N-])C2, predict the reactants needed to synthesize it. The reactants are: COc1ccc2c(c1)CCC(OS(C)(=O)=O)C2.[N-]=[N+]=[N-].